This data is from Forward reaction prediction with 1.9M reactions from USPTO patents (1976-2016). The task is: Predict the product of the given reaction. Given the reactants C=O.Cl.[Cl:4][C:5]1[CH:6]=[C:7]([CH:27]=[C:28]([Cl:30])[CH:29]=1)[CH2:8][N:9]([CH3:26])[C:10](=[O:25])[CH2:11][C:12]1([C:18]2[CH:23]=[CH:22][C:21]([F:24])=[CH:20][CH:19]=2)[CH2:17][CH2:16][NH:15][CH2:14][CH2:13]1.[C:31](O[BH-](OC(=O)C)OC(=O)C)(=O)C.[Na+], predict the reaction product. The product is: [Cl:30][C:28]1[CH:27]=[C:7]([CH2:8][N:9]([CH3:26])[C:10](=[O:25])[CH2:11][C:12]2([C:18]3[CH:23]=[CH:22][C:21]([F:24])=[CH:20][CH:19]=3)[CH2:13][CH2:14][N:15]([CH3:31])[CH2:16][CH2:17]2)[CH:6]=[C:5]([Cl:4])[CH:29]=1.